Task: Binary Classification. Given a T-cell receptor sequence (or CDR3 region) and an epitope sequence, predict whether binding occurs between them.. Dataset: TCR-epitope binding with 47,182 pairs between 192 epitopes and 23,139 TCRs (1) The epitope is KLWAQCVQL. The TCR CDR3 sequence is CASSISTGDWDNEQFF. Result: 1 (the TCR binds to the epitope). (2) The epitope is IPRRNVATL. The TCR CDR3 sequence is CASSAGTGGITDTQYF. Result: 0 (the TCR does not bind to the epitope). (3) The epitope is GLCTLVAML. The TCR CDR3 sequence is CASSLARGGTEAFF. Result: 1 (the TCR binds to the epitope). (4) The epitope is NLSALGIFST. The TCR CDR3 sequence is CASSFRLAGGGNEQFF. Result: 1 (the TCR binds to the epitope). (5) The epitope is ILGLPTQTV. The TCR CDR3 sequence is CASSQDGTGTLRQQYF. Result: 0 (the TCR does not bind to the epitope). (6) The epitope is FPPTSFGPL. The TCR CDR3 sequence is CASSLTGWDGNTIYF. Result: 1 (the TCR binds to the epitope).